Dataset: TCR-epitope binding with 47,182 pairs between 192 epitopes and 23,139 TCRs. Task: Binary Classification. Given a T-cell receptor sequence (or CDR3 region) and an epitope sequence, predict whether binding occurs between them. (1) The epitope is HPVGEADYFEY. The TCR CDR3 sequence is CASSYSGLAADTQYF. Result: 0 (the TCR does not bind to the epitope). (2) The epitope is FLPRVFSAV. The TCR CDR3 sequence is CSVETDEQYF. Result: 1 (the TCR binds to the epitope). (3) The epitope is ELAGIGILTV. The TCR CDR3 sequence is CASRPAGGPHEQYF. Result: 0 (the TCR does not bind to the epitope). (4) The epitope is YFPLQSYGF. The TCR CDR3 sequence is CASSRNTEAFF. Result: 1 (the TCR binds to the epitope).